From a dataset of Forward reaction prediction with 1.9M reactions from USPTO patents (1976-2016). Predict the product of the given reaction. Given the reactants [NH:1]1[CH:5]=[CH:4][CH:3]=[C:2]1[C:6]([OH:8])=[O:7].C(=O)([O-])[O-].[K+].[K+].Br[CH2:16][C:17]1[CH:22]=[CH:21][CH:20]=[CH:19][CH:18]=1.O, predict the reaction product. The product is: [CH2:16]([O:7][C:6]([C:2]1[NH:1][CH:5]=[CH:4][CH:3]=1)=[O:8])[C:17]1[CH:22]=[CH:21][CH:20]=[CH:19][CH:18]=1.